This data is from Peptide-MHC class II binding affinity with 134,281 pairs from IEDB. The task is: Regression. Given a peptide amino acid sequence and an MHC pseudo amino acid sequence, predict their binding affinity value. This is MHC class II binding data. (1) The peptide sequence is AFILDKDNLFPKV. The MHC is DRB1_0401 with pseudo-sequence DRB1_0401. The binding affinity (normalized) is 0.672. (2) The peptide sequence is YDNLKTGVSIPCVCG. The MHC is DRB1_0101 with pseudo-sequence DRB1_0101. The binding affinity (normalized) is 0.443. (3) The peptide sequence is KLIGGIGGFIKVRQYDQIPI. The MHC is DRB1_1101 with pseudo-sequence DRB1_1101. The binding affinity (normalized) is 0.425. (4) The peptide sequence is LDAKSTWYGKPTGAG. The MHC is HLA-DQA10501-DQB10301 with pseudo-sequence HLA-DQA10501-DQB10301. The binding affinity (normalized) is 0.590. (5) The MHC is HLA-DPA10103-DPB10401 with pseudo-sequence HLA-DPA10103-DPB10401. The binding affinity (normalized) is 1.00. The peptide sequence is EKKYFAATQFEPLWA. (6) The peptide sequence is AEAPASAAAPEEQVQ. The MHC is HLA-DQA10102-DQB10602 with pseudo-sequence HLA-DQA10102-DQB10602. The binding affinity (normalized) is 0.128. (7) The peptide sequence is VLVPGCHGSEPCIIHR. The MHC is HLA-DQA10102-DQB10602 with pseudo-sequence HLA-DQA10102-DQB10602. The binding affinity (normalized) is 0.0583.